From a dataset of Catalyst prediction with 721,799 reactions and 888 catalyst types from USPTO. Predict which catalyst facilitates the given reaction. (1) Reactant: [Cl:1][C:2]1[C:10]2[N:9]=[C:8]3[N:11]([C:15]4[CH:20]=[CH:19][C:18]([Cl:21])=[CH:17][C:16]=4[Cl:22])[CH2:12][CH2:13][CH2:14][N:7]3[C:6]=2[C:5]([CH:23](O)[CH2:24][CH3:25])=[CH:4][CH:3]=1. Product: [Cl:1][C:2]1[C:10]2[N:9]=[C:8]3[N:11]([C:15]4[CH:20]=[CH:19][C:18]([Cl:21])=[CH:17][C:16]=4[Cl:22])[CH2:12][CH2:13][CH2:14][N:7]3[C:6]=2[C:5]([CH:23]([N:7]2[CH:6]=[CH:10][N:9]=[CH:8]2)[CH2:24][CH3:25])=[CH:4][CH:3]=1. The catalyst class is: 4. (2) Reactant: [Li+].CC([N-]C(C)C)C.[C:9]1([S:15][CH2:16][CH2:17][C:18](=[O:20])[CH3:19])[CH:14]=[CH:13][CH:12]=[CH:11][CH:10]=1.[Si:21](Cl)([CH3:24])([CH3:23])[CH3:22]. Product: [CH3:22][Si:21]([CH3:24])([CH3:23])[O:20][C:18]([CH2:17][CH2:16][S:15][C:9]1[CH:14]=[CH:13][CH:12]=[CH:11][CH:10]=1)=[CH2:19]. The catalyst class is: 773.